The task is: Predict which catalyst facilitates the given reaction.. This data is from Catalyst prediction with 721,799 reactions and 888 catalyst types from USPTO. (1) Reactant: [H-].[Na+].Cl[CH2:4][C:5]([NH:7][CH:8]([C:11]1[CH:16]=[CH:15][C:14]([F:17])=[C:13]([F:18])[CH:12]=1)[CH2:9][OH:10])=[O:6]. The catalyst class is: 1. Product: [F:18][C:13]1[CH:12]=[C:11]([CH:8]2[NH:7][C:5](=[O:6])[CH2:4][O:10][CH2:9]2)[CH:16]=[CH:15][C:14]=1[F:17]. (2) Reactant: [C:1]1([CH2:7][CH2:8][CH2:9][CH2:10][CH2:11][CH2:12][CH:13]([C:15]2[N:16]=[N:17][N:18]([C:20]3[CH:25]=[CH:24][CH:23]=[CH:22][N:21]=3)[N:19]=2)[OH:14])[CH:6]=[CH:5][CH:4]=[CH:3][CH:2]=1.CC(OI1(OC(C)=O)(OC(C)=O)OC(=O)C2C=CC=CC1=2)=O. Product: [C:1]1([CH2:7][CH2:8][CH2:9][CH2:10][CH2:11][CH2:12][C:13]([C:15]2[N:16]=[N:17][N:18]([C:20]3[CH:25]=[CH:24][CH:23]=[CH:22][N:21]=3)[N:19]=2)=[O:14])[CH:6]=[CH:5][CH:4]=[CH:3][CH:2]=1. The catalyst class is: 2. (3) Reactant: [I-].[CH2:2]([N+:6]1[C:10]([CH3:11])=[C:9]([CH3:12])[S:8][C:7]=1[CH3:13])[CH2:3][CH2:4][CH3:5].[CH:14]1([N:20]=[C:21]=[O:22])[CH2:19][CH2:18][CH2:17][CH2:16][CH2:15]1.C1CCN2C(=NCCC2)CC1. Product: [CH2:2]([N:6]1[C:10]([CH3:11])=[C:9]([CH3:12])[S:8]/[C:7]/1=[CH:13]\[C:21]([NH:20][CH:14]1[CH2:19][CH2:18][CH2:17][CH2:16][CH2:15]1)=[O:22])[CH2:3][CH2:4][CH3:5]. The catalyst class is: 2. (4) Reactant: [CH2:1]([N:8]1[C:17](=[O:18])[C:16]2[C:11](=[CH:12][C:13]([Cl:19])=[CH:14][CH:15]=2)[N:10]=[C:9]1[CH:20]([NH:26][CH2:27][CH2:28][CH2:29][NH:30][C:31](=[O:37])[O:32][C:33]([CH3:36])([CH3:35])[CH3:34])[C:21]([N:23]([CH3:25])[CH3:24])=[O:22])[C:2]1[CH:7]=[CH:6][CH:5]=[CH:4][CH:3]=1.[CH3:38][C:39]1[CH:47]=[CH:46][C:42]([C:43](Cl)=[O:44])=[CH:41][CH:40]=1.C(N(CC)CC)C. Product: [CH2:1]([N:8]1[C:17](=[O:18])[C:16]2[C:11](=[CH:12][C:13]([Cl:19])=[CH:14][CH:15]=2)[N:10]=[C:9]1[CH:20]([N:26]([C:43](=[O:44])[C:42]1[CH:46]=[CH:47][C:39]([CH3:38])=[CH:40][CH:41]=1)[CH2:27][CH2:28][CH2:29][NH:30][C:31](=[O:37])[O:32][C:33]([CH3:34])([CH3:36])[CH3:35])[C:21]([N:23]([CH3:25])[CH3:24])=[O:22])[C:2]1[CH:3]=[CH:4][CH:5]=[CH:6][CH:7]=1. The catalyst class is: 2. (5) Reactant: [NH2:1][C:2]1[CH:10]=[C:9]([Br:11])[CH:8]=[CH:7][C:3]=1[C:4]([OH:6])=O.N1[CH:16]=[CH:15]N=C1.C(Cl)(=O)C.Cl.[NH2:22][CH:23]1[CH2:28][CH2:27][C:26](=[O:29])[NH:25][C:24]1=[O:30].P(OC1C=CC=CC=1)(OC1C=CC=CC=1)OC1C=CC=CC=1. Product: [Br:11][C:9]1[CH:10]=[C:2]2[C:3]([C:4](=[O:6])[N:22]([CH:23]3[CH2:28][CH2:27][C:26](=[O:29])[NH:25][C:24]3=[O:30])[C:15]([CH3:16])=[N:1]2)=[CH:7][CH:8]=1. The catalyst class is: 47.